Dataset: Reaction yield outcomes from USPTO patents with 853,638 reactions. Task: Predict the reaction yield, written as a fraction of the theoretical maximum amount of product (1.0 means a 100% yield; for example, 0.34 means a 34% yield). (1) The reactants are [F:1][C:2]1[CH:7]=[CH:6][C:5]([CH:8]([C:10]2[S:11][CH:12]=[CH:13][N:14]=2)[OH:9])=[CH:4][C:3]=1[C:15]1[C:24]2[C:19](=[CH:20][C:21]([N:25]3[CH2:30][CH2:29][O:28][CH2:27][CH2:26]3)=[CH:22][CH:23]=2)[N:18]=[C:17]([C:31]#[C:32][Si](CC)(CC)CC)[N:16]=1.[OH-].[K+].Cl.[Cl-].[Na+]. The catalyst is CO.O.C(OCC)(=O)C. The product is [C:31]([C:17]1[N:16]=[C:15]([C:3]2[CH:4]=[C:5]([CH:8]([C:10]3[S:11][CH:12]=[CH:13][N:14]=3)[OH:9])[CH:6]=[CH:7][C:2]=2[F:1])[C:24]2[C:19](=[CH:20][C:21]([N:25]3[CH2:26][CH2:27][O:28][CH2:29][CH2:30]3)=[CH:22][CH:23]=2)[N:18]=1)#[CH:32]. The yield is 0.500. (2) The reactants are C([O:9][C@H:10]1[C@H:14]([NH:15][C:16](=[O:23])[C:17]2[CH:22]=[CH:21][N:20]=[CH:19][CH:18]=2)[CH2:13][C@H:12]([CH2:24][O:25][S:26]([NH2:29])(=[O:28])=[O:27])[C@H:11]1[O:30]C(=O)C1C=CC=CC=1)(=O)C1C=CC=CC=1.N.CO. No catalyst specified. The product is [S:26](=[O:28])(=[O:27])([O:25][CH2:24][C@H:12]1[CH2:13][C@@H:14]([NH:15][C:16](=[O:23])[C:17]2[CH:18]=[CH:19][N:20]=[CH:21][CH:22]=2)[C@H:10]([OH:9])[C@@H:11]1[OH:30])[NH2:29]. The yield is 0.400.